From a dataset of Forward reaction prediction with 1.9M reactions from USPTO patents (1976-2016). Predict the product of the given reaction. Given the reactants [F:1][C:2]([F:27])([F:26])[C:3]1[CH:4]=[C:5]([NH:9][C:10](=[O:25])[CH2:11][C:12]([NH:14][C:15]2[CH:20]=[CH:19][CH:18]=[C:17]([C:21]([F:24])([F:23])[F:22])[CH:16]=2)=[O:13])[CH:6]=[CH:7][CH:8]=1.[C:28]([C:30]1[CH:37]=[CH:36][C:33]([CH:34]=O)=[CH:32][CH:31]=1)#[N:29], predict the reaction product. The product is: [F:1][C:2]([F:26])([F:27])[C:3]1[CH:4]=[C:5]([NH:9][C:10](=[O:25])[C:11](=[CH:34][C:33]2[CH:36]=[CH:37][C:30]([C:28]#[N:29])=[CH:31][CH:32]=2)[C:12]([NH:14][C:15]2[CH:20]=[CH:19][CH:18]=[C:17]([C:21]([F:24])([F:23])[F:22])[CH:16]=2)=[O:13])[CH:6]=[CH:7][CH:8]=1.